This data is from Forward reaction prediction with 1.9M reactions from USPTO patents (1976-2016). The task is: Predict the product of the given reaction. (1) Given the reactants Br[C:2]1[CH:10]=[C:9]([O:11][CH3:12])[CH:8]=[C:7]2[C:3]=1[CH:4]=[CH:5][NH:6]2.C([O-])(=O)C.[K+].B1(B2OC(C)(C)C(C)(C)O2)OC(C)(C)C(C)(C)O1.Cl[C:37]1[N:42]=[C:41]([N:43]2[CH2:48][CH2:47][O:46][CH2:45][CH2:44]2)[CH:40]=[C:39]([C:49]2([S:52]([CH3:55])(=[O:54])=[O:53])[CH2:51][CH2:50]2)[N:38]=1.C(=O)([O-])[O-].[Na+].[Na+], predict the reaction product. The product is: [CH3:12][O:11][C:9]1[CH:8]=[C:7]2[C:3]([CH:4]=[CH:5][NH:6]2)=[C:2]([C:37]2[N:38]=[C:39]([C:49]3([S:52]([CH3:55])(=[O:53])=[O:54])[CH2:50][CH2:51]3)[CH:40]=[C:41]([N:43]3[CH2:48][CH2:47][O:46][CH2:45][CH2:44]3)[N:42]=2)[CH:10]=1. (2) Given the reactants [CH3:1][N:2]1[C:6]([C:7]2[CH:8]=[CH:9][C:10]3[NH:16][C:15](=O)[CH2:14][O:13][C:12]([CH3:23])([C:18]4[CH:22]=[CH:21][S:20][CH:19]=4)[C:11]=3[CH:24]=2)=[CH:5][CH:4]=[C:3]1[C:25]#[N:26].COC1C=CC(P2(SP(C3C=CC(OC)=CC=3)(=S)S2)=[S:36])=CC=1, predict the reaction product. The product is: [CH3:1][N:2]1[C:6]([C:7]2[CH:8]=[CH:9][C:10]3[NH:16][C:15](=[S:36])[CH2:14][O:13][C:12]([CH3:23])([C:18]4[CH:22]=[CH:21][S:20][CH:19]=4)[C:11]=3[CH:24]=2)=[CH:5][CH:4]=[C:3]1[C:25]#[N:26]. (3) Given the reactants [Cl:1][CH2:2][CH2:3][CH2:4][CH2:5][C:6]1([CH2:16][CH3:17])[C:14]2[C:9](=[CH:10][CH:11]=[CH:12][CH:13]=2)[NH:8][C:7]1=[O:15].[Cl:18][C:19]1[CH:20]=[CH:21][C:22]([O:31][CH3:32])=[C:23]([N:25]2[CH2:30][CH2:29][NH:28][CH2:27][CH2:26]2)[CH:24]=1, predict the reaction product. The product is: [ClH:1].[Cl:18][C:19]1[CH:20]=[CH:21][C:22]([O:31][CH3:32])=[C:23]([N:25]2[CH2:26][CH2:27][N:28]([CH2:2][CH2:3][CH2:4][CH2:5][C:6]3([CH2:16][CH3:17])[C:14]4[C:9](=[CH:10][CH:11]=[CH:12][CH:13]=4)[NH:8][C:7]3=[O:15])[CH2:29][CH2:30]2)[CH:24]=1. (4) The product is: [O:12]=[C:8]1[CH2:7][CH2:6][CH2:5][C:4]2[CH:3]=[C:2]([NH:1][C:19]([C:16]3[CH:17]=[CH:18][C:13]([C:22]4[CH:23]=[CH:24][CH:25]=[CH:26][CH:27]=4)=[CH:14][CH:15]=3)=[O:20])[CH:11]=[CH:10][C:9]1=2. Given the reactants [NH2:1][C:2]1[CH:3]=[C:4]2[C:9](=[CH:10][CH:11]=1)[C:8](=[O:12])[CH2:7][CH2:6][CH2:5]2.[C:13]1([C:22]2[CH:27]=[CH:26][CH:25]=[CH:24][CH:23]=2)[CH:18]=[CH:17][C:16]([C:19](Cl)=[O:20])=[CH:15][CH:14]=1.C(N(CC)CC)C, predict the reaction product. (5) Given the reactants Br[CH2:2][CH2:3][CH2:4][C:5]([O:7][CH3:8])=[O:6].C(=O)([O-])[O-].[Cs+].[Cs+].CN(C=O)C.[CH3:20][O:21][C:22](=[O:43])[C:23]1[CH:28]=[C:27]([CH3:29])[C:26]([O:30][C:31]([F:34])([F:33])[F:32])=[CH:25][C:24]=1[NH:35][C:36]([O:38][C:39]([CH3:42])([CH3:41])[CH3:40])=[O:37], predict the reaction product. The product is: [CH3:20][O:21][C:22](=[O:43])[C:23]1[CH:28]=[C:27]([CH3:29])[C:26]([O:30][C:31]([F:34])([F:32])[F:33])=[CH:25][C:24]=1[N:35]([C:36]([O:38][C:39]([CH3:40])([CH3:42])[CH3:41])=[O:37])[CH2:2][CH2:3][CH2:4][C:5]([O:7][CH3:8])=[O:6]. (6) Given the reactants Cl.[OH:2][C:3]1([CH3:9])[CH2:8][CH2:7][NH:6][CH2:5][CH2:4]1.C(N(CC)CC)C.[CH3:17][NH:18][C:19]([N:21]1[C:29]2[C:24](=[CH:25][C:26]([O:30][C:31]3[CH:36]=[CH:35][N:34]=[C:33]([NH:37][C:38]([NH:40][CH2:41][C:42](O)=[O:43])=[O:39])[CH:32]=3)=[CH:27][CH:28]=2)[CH:23]=[CH:22]1)=[O:20].O, predict the reaction product. The product is: [CH3:17][NH:18][C:19]([N:21]1[C:29]2[C:24](=[CH:25][C:26]([O:30][C:31]3[CH:36]=[CH:35][N:34]=[C:33]([NH:37][C:38]([NH:40][CH2:41][C:42]([N:6]4[CH2:7][CH2:8][C:3]([OH:2])([CH3:9])[CH2:4][CH2:5]4)=[O:43])=[O:39])[CH:32]=3)=[CH:27][CH:28]=2)[CH:23]=[CH:22]1)=[O:20]. (7) Given the reactants [CH3:1][O:2][C:3](=[O:29])[NH:4][CH:5]([C:9]([N:11]1[CH2:15][CH2:14][CH2:13][CH:12]1[C:16]1[NH:17][C:18]([C:21]2[CH:26]=[CH:25][C:24]([C:27]#[CH:28])=[CH:23][CH:22]=2)=[CH:19][N:20]=1)=[O:10])[CH:6]([CH3:8])[CH3:7].COC(=O)N[CH:34](C(N1CCCC1C1NC(C2C=CC(Br)=CC=2)=CN=1)=O)[CH:35](C)C, predict the reaction product. The product is: [CH3:1][O:2][C:3](=[O:29])[NH:4][CH:5]([C:9]([N:11]1[CH:12]([C:16]2[NH:17][C:18]([C:21]3[CH:26]=[CH:25][C:24]([C:27]#[CH:28])=[CH:23][CH:22]=3)=[CH:19][N:20]=2)[CH2:13][C:14]2([CH2:35][CH2:34]2)[CH2:15]1)=[O:10])[CH:6]([CH3:8])[CH3:7]. (8) Given the reactants [F:1][C:2]1[CH:7]=[CH:6][C:5]([CH:8]2[C:13]3=[N:14][NH:15][C:16](=[O:21])[C:17]4[CH:18]=[CH:19][CH:20]=[C:11]([C:12]=43)[NH:10][CH:9]2[C:22]2[CH:43]=[CH:42][C:25]([CH2:26][N:27]3[CH2:32][C@@H:31]([CH3:33])[N:30](C(OC(C)(C)C)=O)[C@H:29]([CH3:41])[CH2:28]3)=[CH:24][CH:23]=2)=[CH:4][CH:3]=1, predict the reaction product. The product is: [CH3:33][CH:31]1[NH:30][CH:29]([CH3:41])[CH2:28][N:27]([CH2:26][C:25]2[CH:42]=[CH:43][C:22]([CH:9]3[NH:10][C:11]4[C:12]5[C:13](=[N:14][NH:15][C:16](=[O:21])[C:17]=5[CH:18]=[CH:19][CH:20]=4)[CH:8]3[C:5]3[CH:4]=[CH:3][C:2]([F:1])=[CH:7][CH:6]=3)=[CH:23][CH:24]=2)[CH2:32]1. (9) Given the reactants [C:1]([C:5]1[CH:6]=[C:7]2[C:11](=[CH:12][CH:13]=1)[C:10](=[O:14])[CH2:9][CH2:8]2)([CH3:4])([CH3:3])[CH3:2].CS(O)(=O)=O.[N-:20]=[N+]=[N-].[Na+], predict the reaction product. The product is: [C:1]([C:5]1[CH:6]=[C:7]2[C:11](=[CH:12][CH:13]=1)[C:10](=[O:14])[NH:20][CH2:9][CH2:8]2)([CH3:4])([CH3:3])[CH3:2].